From a dataset of Reaction yield outcomes from USPTO patents with 853,638 reactions. Predict the reaction yield, written as a fraction of the theoretical maximum amount of product (1.0 means a 100% yield; for example, 0.34 means a 34% yield). (1) The reactants are [OH:1][C:2]1[CH:11]=[CH:10][C:5]([C:6]([O:8][CH3:9])=[O:7])=[CH:4][C:3]=1[C:12]([O:14][CH3:15])=[O:13].C(Cl)Cl.C1C=CC(N[S:26]([C:29]([F:32])([F:31])[F:30])(=[O:28])=[O:27])=CC=1. The catalyst is CN(C1C=CN=CC=1)C. The product is [F:30][C:29]([F:32])([F:31])[S:26]([O:1][C:2]1[CH:11]=[CH:10][C:5]([C:6]([O:8][CH3:9])=[O:7])=[CH:4][C:3]=1[C:12]([O:14][CH3:15])=[O:13])(=[O:28])=[O:27]. The yield is 0.960. (2) The reactants are [CH2:1]([N:4]1[CH2:9][CH2:8][CH2:7][CH:6]([C:10]2[CH:15]=[CH:14][C:13]([NH2:16])=[CH:12][CH:11]=2)[CH2:5]1)[CH2:2][CH3:3].[CH:17]([C:20]1[CH:25]=[CH:24][C:23]([S:26]([Cl:29])(=[O:28])=[O:27])=[CH:22][CH:21]=1)([CH3:19])[CH3:18].C(N(CC)CC)C.Cl. The catalyst is O1CCCC1.C(OCC)C. The product is [ClH:29].[CH:17]([C:20]1[CH:25]=[CH:24][C:23]([S:26]([NH:16][C:13]2[CH:12]=[CH:11][C:10]([CH:6]3[CH2:7][CH2:8][CH2:9][N:4]([CH2:1][CH2:2][CH3:3])[CH2:5]3)=[CH:15][CH:14]=2)(=[O:28])=[O:27])=[CH:22][CH:21]=1)([CH3:19])[CH3:18]. The yield is 0.390. (3) The reactants are Cl.[O:2]=[C:3]1[NH:12][C:11]2[N:10]=[CH:9][C:8](/[CH:13]=[CH:14]/[C:15]([OH:17])=O)=[CH:7][C:6]=2[CH2:5][CH2:4]1.Cl.[CH3:19][C:20]1[O:24][N:23]=[C:22]([CH:25]2[CH2:30][CH2:29][CH2:28][CH2:27][NH:26]2)[N:21]=1.CCN(C(C)C)C(C)C.CCN=C=NCCCN(C)C. The catalyst is CC(C)=O.CN(C=O)C. The product is [CH3:19][C:20]1[O:24][N:23]=[C:22]([CH:25]2[CH2:30][CH2:29][CH2:28][CH2:27][N:26]2[C:15](=[O:17])/[CH:14]=[CH:13]/[C:8]2[CH:7]=[C:6]3[C:11](=[N:10][CH:9]=2)[NH:12][C:3](=[O:2])[CH2:4][CH2:5]3)[N:21]=1. The yield is 0.340. (4) The reactants are Cl[CH2:2][C:3]1[CH:8]=[CH:7][C:6]([C:9]2[C:10]([NH:15][S:16]([C:19]3[CH:24]=[CH:23][CH:22]=[CH:21][C:20]=3[C:25]([F:28])([F:27])[F:26])(=[O:18])=[O:17])=[N:11][CH:12]=[CH:13][N:14]=2)=[CH:5][CH:4]=1.[CH2:29]([OH:38])[C:30]1[CH:35]=[CH:34][CH:33]=[C:32]([O:36][CH3:37])[CH:31]=1. No catalyst specified. The product is [CH3:37][O:36][C:32]1[CH:31]=[C:30]([CH:35]=[CH:34][CH:33]=1)[CH2:29][O:38][CH2:2][C:3]1[CH:8]=[CH:7][C:6]([C:9]2[C:10]([NH:15][S:16]([C:19]3[CH:24]=[CH:23][CH:22]=[CH:21][C:20]=3[C:25]([F:28])([F:27])[F:26])(=[O:18])=[O:17])=[N:11][CH:12]=[CH:13][N:14]=2)=[CH:5][CH:4]=1. The yield is 0.640. (5) The reactants are [C:1]([NH:5][S:6]([C:9]1[C:18]2[C:13](=[CH:14][CH:15]=[CH:16][CH:17]=2)[C:12]([C:19]([O:21]C)=[O:20])=[CH:11][CH:10]=1)(=[O:8])=[O:7])([CH3:4])([CH3:3])[CH3:2].O[Li].O. The catalyst is CO.O. The product is [C:1]([NH:5][S:6]([C:9]1[C:18]2[C:13](=[CH:14][CH:15]=[CH:16][CH:17]=2)[C:12]([C:19]([OH:21])=[O:20])=[CH:11][CH:10]=1)(=[O:8])=[O:7])([CH3:4])([CH3:2])[CH3:3]. The yield is 0.950. (6) The reactants are [NH2:1][C:2]1[N:10]=[C:9]([C:11]([F:14])([F:13])[F:12])[CH:8]=[CH:7][C:3]=1[C:4]([NH2:6])=[O:5].[CH:15](OC)(OC)OC. The catalyst is CO.C1(C)C(S(O)(=O)=O)=CC=CC=1. The product is [F:13][C:11]([F:14])([F:12])[C:9]1[CH:8]=[CH:7][C:3]2[C:4]([OH:5])=[N:6][CH:15]=[N:1][C:2]=2[N:10]=1. The yield is 0.780.